This data is from Catalyst prediction with 721,799 reactions and 888 catalyst types from USPTO. The task is: Predict which catalyst facilitates the given reaction. (1) Reactant: Cl[C:2]1[C:11]2[CH2:10][CH2:9][CH2:8][CH2:7][C:6]=2[N:5]=[C:4]([O:12][CH2:13][C:14]2[CH:19]=[CH:18][CH:17]=[CH:16][N:15]=2)[CH:3]=1.C([Sn](CCCC)(CCCC)[C:25]1[S:29][CH:28]=[N:27][CH:26]=1)CCC. Product: [N:15]1[CH:16]=[CH:17][CH:18]=[CH:19][C:14]=1[CH2:13][O:12][C:4]1[CH:3]=[C:2]([C:25]2[S:29][CH:28]=[N:27][CH:26]=2)[C:11]2[CH2:10][CH2:9][CH2:8][CH2:7][C:6]=2[N:5]=1. The catalyst class is: 455. (2) Reactant: [N+:1]([C:4]1[CH:16]=[CH:15][C:7]2[O:8][CH2:9][CH2:10][N:11]([C:12](=[O:14])[CH3:13])[C:6]=2[CH:5]=1)([O-])=O.O.O.Cl[Sn]Cl.C([O-])([O-])=O.[Na+].[Na+]. Product: [NH2:1][C:4]1[CH:16]=[CH:15][C:7]2[O:8][CH2:9][CH2:10][N:11]([C:12](=[O:14])[CH3:13])[C:6]=2[CH:5]=1. The catalyst class is: 25. (3) Reactant: Br[C:2]1[CH:7]=[C:6]([F:8])[CH:5]=[CH:4][C:3]=1[O:9][CH2:10][CH:11]([O:13][CH3:14])[CH3:12].[B:15]1([B:15]2[O:19][C:18]([CH3:21])([CH3:20])[C:17]([CH3:23])([CH3:22])[O:16]2)[O:19][C:18]([CH3:21])([CH3:20])[C:17]([CH3:23])([CH3:22])[O:16]1.C([O-])(=O)C.[K+]. Product: [F:8][C:6]1[CH:5]=[CH:4][C:3]([O:9][CH2:10][CH:11]([O:13][CH3:14])[CH3:12])=[C:2]([B:15]2[O:19][C:18]([CH3:21])([CH3:20])[C:17]([CH3:23])([CH3:22])[O:16]2)[CH:7]=1. The catalyst class is: 9. (4) Reactant: [CH3:1][O:2][C:3]1[CH:8]=[CH:7][C:6]([C:9]2[N:14]3[N:15]=[C:16]([NH2:18])[N:17]=[C:13]3[CH:12]=[CH:11][CH:10]=2)=[CH:5][CH:4]=1.C(N(CC)CC)C.[CH:26]([C:29](Cl)=[O:30])([CH3:28])[CH3:27]. Product: [CH3:1][O:2][C:3]1[CH:8]=[CH:7][C:6]([C:9]2[N:14]3[N:15]=[C:16]([NH:18][C:29](=[O:30])[CH:26]([CH3:28])[CH3:27])[N:17]=[C:13]3[CH:12]=[CH:11][CH:10]=2)=[CH:5][CH:4]=1. The catalyst class is: 10. (5) Reactant: [NH2:1][C:2]1[CH:7]=[CH:6][C:5]([N:8]2[CH2:13][CH2:12][N:11]([C:14]([C:16]3[C:17]([C:22]4[CH:27]=[CH:26][CH:25]=[CH:24][C:23]=4[Cl:28])=[N:18][O:19][C:20]=3[CH3:21])=[O:15])[CH2:10][CH2:9]2)=[C:4]([Cl:29])[CH:3]=1.N(OC(C)(C)C)=O.[N:37]([Si](C)(C)C)=[N+:38]=[N-]. Product: [N:1]([C:2]1[CH:7]=[CH:6][C:5]([N:8]2[CH2:9][CH2:10][N:11]([C:14]([C:16]3[C:17]([C:22]4[CH:27]=[CH:26][CH:25]=[CH:24][C:23]=4[Cl:28])=[N:18][O:19][C:20]=3[CH3:21])=[O:15])[CH2:12][CH2:13]2)=[C:4]([Cl:29])[CH:3]=1)=[N+:37]=[N-:38]. The catalyst class is: 10. (6) Reactant: [NH2:1][C:2]1[CH:3]=[C:4]2[C:8](=[CH:9][CH:10]=1)[NH:7][CH:6]=[C:5]2[CH2:11][CH2:12][N:13]([CH3:21])C(=O)OC(C)(C)C.[Cl:22][C:23]1[CH:32]=[CH:31][CH:30]=[C:29]2[C:24]=1[CH:25]=[CH:26][C:27]([S:33](Cl)(=[O:35])=[O:34])=[CH:28]2. Product: [CH3:21][NH:13][CH2:12][CH2:11][C:5]1[C:4]2[C:8](=[CH:9][CH:10]=[C:2]([NH:1][S:33]([C:27]3[CH:26]=[CH:25][C:24]4[C:29](=[CH:30][CH:31]=[CH:32][C:23]=4[Cl:22])[CH:28]=3)(=[O:34])=[O:35])[CH:3]=2)[NH:7][CH:6]=1. The catalyst class is: 17. (7) Product: [CH:1]1([NH:7][C:8]([C:10]2[C:11]([S:16][CH2:18][CH:19]([C:21]3[CH:26]=[CH:25][CH:24]=[CH:23][CH:22]=3)[CH3:20])=[N:12][CH:13]=[CH:14][CH:15]=2)=[O:9])[CH2:2][CH2:3][CH2:4][CH2:5][CH2:6]1. Reactant: [CH:1]1([NH:7][C:8]([C:10]2[C:11]([SH:16])=[N:12][CH:13]=[CH:14][CH:15]=2)=[O:9])[CH2:6][CH2:5][CH2:4][CH2:3][CH2:2]1.Br[CH2:18][CH:19]([C:21]1[CH:26]=[CH:25][CH:24]=[CH:23][CH:22]=1)[CH3:20].C(=O)([O-])[O-].[K+].[K+]. The catalyst class is: 10.